Dataset: Reaction yield outcomes from USPTO patents with 853,638 reactions. Task: Predict the reaction yield, written as a fraction of the theoretical maximum amount of product (1.0 means a 100% yield; for example, 0.34 means a 34% yield). (1) The reactants are [Cl:1][C:2]1[CH:3]=[C:4]([C:9](=[O:14])[C:10]([F:13])([F:12])[F:11])[CH:5]=[C:6]([Cl:8])[CH:7]=1.[BH4-].[Na+].[OH-].[Na+].[Cl-].[NH4+]. The catalyst is CO. The product is [Cl:1][C:2]1[CH:3]=[C:4]([CH:9]([OH:14])[C:10]([F:11])([F:12])[F:13])[CH:5]=[C:6]([Cl:8])[CH:7]=1. The yield is 0.790. (2) The reactants are [C:1]([C:4]1[CH:5]=[C:6]([C:10]2[CH:15]=[CH:14][C:13](/[C:16](/[CH3:20])=[CH:17]/[CH2:18][OH:19])=[CH:12][CH:11]=2)[CH:7]=[CH:8][CH:9]=1)(=[O:3])[CH3:2].[CH2:21]([O:23][C@@H:24]([CH2:30][C:31]1[CH:36]=[CH:35][C:34](O)=[CH:33][CH:32]=1)[C:25]([O:27][CH2:28][CH3:29])=[O:26])[CH3:22]. No catalyst specified. The product is [C:1]([C:4]1[CH:5]=[C:6]([C:10]2[CH:15]=[CH:14][C:13](/[C:16](/[CH3:20])=[CH:17]/[CH2:18][O:19][C:34]3[CH:33]=[CH:32][C:31]([CH2:30][C@H:24]([O:23][CH2:21][CH3:22])[C:25]([O:27][CH2:28][CH3:29])=[O:26])=[CH:36][CH:35]=3)=[CH:12][CH:11]=2)[CH:7]=[CH:8][CH:9]=1)(=[O:3])[CH3:2]. The yield is 0.650. (3) The reactants are Cl[C:2]1[N:7]=[C:6]([N:8]2[CH2:13][CH2:12][N:11]([C:14]3[C:15]([CH3:27])=[C:16]([CH3:26])[C:17]4[O:21][C:20]([CH3:23])([CH3:22])[CH2:19][C:18]=4[C:24]=3[CH3:25])[CH2:10][CH2:9]2)[CH:5]=[CH:4][N:3]=1.[CH3:28][O:29][C:30]1[CH:35]=[CH:34][C:33](OB([O-])[O-])=[CH:32][CH:31]=1. No catalyst specified. The product is [CH3:28][O:29][C:30]1[CH:35]=[CH:34][C:33]([C:2]2[N:7]=[C:6]([N:8]3[CH2:13][CH2:12][N:11]([C:14]4[C:15]([CH3:27])=[C:16]([CH3:26])[C:17]5[O:21][C:20]([CH3:23])([CH3:22])[CH2:19][C:18]=5[C:24]=4[CH3:25])[CH2:10][CH2:9]3)[CH:5]=[CH:4][N:3]=2)=[CH:32][CH:31]=1. The yield is 0.120. (4) The reactants are [NH2:1][C:2]1[C:7]([F:8])=[C:6](Cl)[N:5]=[C:4]([C:10]([O:12][CH3:13])=[O:11])[C:3]=1[O:14][CH3:15].[F:16][C:17]1[CH:22]=[C:21](B2OC(C)(C)C(C)(C)O2)[CH:20]=[CH:19][C:18]=1[Si:32]([CH3:35])([CH3:34])[CH3:33].[F-].[K+].CC#N. The catalyst is C(Cl)Cl.O.Cl[Pd](Cl)([P](C1C=CC=CC=1)(C1C=CC=CC=1)C1C=CC=CC=1)[P](C1C=CC=CC=1)(C1C=CC=CC=1)C1C=CC=CC=1. The product is [NH2:1][C:2]1[C:7]([F:8])=[C:6]([C:21]2[CH:20]=[CH:19][C:18]([Si:32]([CH3:34])([CH3:33])[CH3:35])=[C:17]([F:16])[CH:22]=2)[N:5]=[C:4]([C:10]([O:12][CH3:13])=[O:11])[C:3]=1[O:14][CH3:15]. The yield is 0.530. (5) The reactants are Cl.Cl.[NH2:3][CH2:4][C@@:5]1([OH:13])[CH:10]2[CH2:11][CH2:12][N:7]([CH2:8][CH2:9]2)[CH2:6]1.[N:14]1([C:19]2[N:24]=[CH:23][N:22]=[C:21]([N:25]=[C:26](SC)SC)[CH:20]=2)[CH:18]=[CH:17][N:16]=[CH:15]1.C(=O)([O-])[O-].[Cs+].[Cs+]. The catalyst is CN(C=O)C. The product is [N:14]1([C:19]2[N:24]=[CH:23][N:22]=[C:21]([NH:25][C:26]3[O:13][C@:5]4([CH2:4][N:3]=3)[CH:10]3[CH2:9][CH2:8][N:7]([CH2:12][CH2:11]3)[CH2:6]4)[CH:20]=2)[CH:18]=[CH:17][N:16]=[CH:15]1. The yield is 0.830. (6) The reactants are [N:1]1[C:8]([Cl:9])=[N:7][C:5](Cl)=[N:4][C:2]=1[Cl:3].CN(C1C2C(N(C)C)=CC=CC=2C=CC=1)C.[CH3:26][O:27][C:28]1[CH:36]=[CH:35][C:31]([CH2:32][CH2:33][NH2:34])=[CH:30][CH:29]=1.C(O)(=O)CC(CC(O)=O)(C(O)=O)O. The catalyst is C(Cl)Cl. The product is [Cl:9][C:8]1[N:1]=[C:2]([Cl:3])[N:4]=[C:5]([NH:34][CH2:33][CH2:32][C:31]2[CH:35]=[CH:36][C:28]([O:27][CH3:26])=[CH:29][CH:30]=2)[N:7]=1. The yield is 0.990. (7) The reactants are [F:1][CH:2]([F:26])[O:3][C:4]1[CH:9]=[CH:8][C:7]([CH:10]([C:12]2([C:18]3[CH:23]=[C:22]([F:24])[CH:21]=[C:20]([F:25])[CH:19]=3)SCCCS2)[OH:11])=[CH:6][CH:5]=1.FC(F)(F)C(OC1C(OC(=O)C(F)(F)F)=C(I)C=CC=1)=[O:30].CCCCCC.CCOC(C)=O. The catalyst is C(#N)C.O. The product is [F:1][CH:2]([F:26])[O:3][C:4]1[CH:9]=[CH:8][C:7]([CH:10]([OH:11])[C:12]([C:18]2[CH:23]=[C:22]([F:24])[CH:21]=[C:20]([F:25])[CH:19]=2)=[O:30])=[CH:6][CH:5]=1. The yield is 0.310. (8) The reactants are [N+](C1C=CC(C2SC=CC=2)=CC=1NC(=O)C1C=CC(C2NN=NN=2)=CC=1)([O-])=O.[C:29]([O:32][CH2:33][CH2:34][N:35]1[C:39]2[CH:40]=[CH:41][C:42]([C:44](=[O:60])[NH:45][C:46]3[CH:51]=[C:50]([C:52]4[S:53][CH:54]=[CH:55][CH:56]=4)[CH:49]=[CH:48][C:47]=3[N+:57]([O-])=O)=[CH:43][C:38]=2[N:37]=[C:36]1[CH3:61])(=[O:31])[CH3:30].CO. The catalyst is C(OCC)(=O)C. The product is [C:29]([O:32][CH2:33][CH2:34][N:35]1[C:39]2[CH:40]=[CH:41][C:42]([C:44](=[O:60])[NH:45][C:46]3[CH:51]=[C:50]([C:52]4[S:53][CH:54]=[CH:55][CH:56]=4)[CH:49]=[CH:48][C:47]=3[NH2:57])=[CH:43][C:38]=2[N:37]=[C:36]1[CH3:61])(=[O:31])[CH3:30]. The yield is 0.960. (9) The product is [NH2:1][C:2]1[N:3]([CH3:24])[C:4](=[O:23])[C:5]2([C:15]3[C:10](=[CH:11][CH:12]=[C:13]([C:32]4[CH:33]=[CH:34][C:29]([S:26]([CH3:25])(=[O:28])=[O:27])=[CH:30][CH:31]=4)[CH:14]=3)[O:9][CH:8]([C:17]3[CH:22]=[CH:21][CH:20]=[CH:19][CH:18]=3)[CH2:7]2)[N:6]=1. The yield is 0.800. The reactants are [NH2:1][C:2]1[N:3]([CH3:24])[C:4](=[O:23])[C:5]2([C:15]3[C:10](=[CH:11][CH:12]=[C:13](Br)[CH:14]=3)[O:9][CH:8]([C:17]3[CH:22]=[CH:21][CH:20]=[CH:19][CH:18]=3)[CH2:7]2)[N:6]=1.[CH3:25][S:26]([C:29]1[CH:34]=[CH:33][C:32](B(O)O)=[CH:31][CH:30]=1)(=[O:28])=[O:27]. The catalyst is O1CCOCC1.C([O-])([O-])=O.[Cs+].[Cs+].Cl[Pd](Cl)([P](C1C=CC=CC=1)(C1C=CC=CC=1)C1C=CC=CC=1)[P](C1C=CC=CC=1)(C1C=CC=CC=1)C1C=CC=CC=1.